This data is from Full USPTO retrosynthesis dataset with 1.9M reactions from patents (1976-2016). The task is: Predict the reactants needed to synthesize the given product. (1) Given the product [C:14]([O:13][C:11]([NH:1][CH2:2][CH2:3][CH2:4][CH2:5][CH2:6][C:7]([OH:9])=[O:8])=[O:12])([CH3:17])([CH3:16])[CH3:15], predict the reactants needed to synthesize it. The reactants are: [NH2:1][CH:2](C)[CH2:3][CH2:4][CH2:5][CH2:6][C:7]([OH:9])=[O:8].[C:11](O[C:11]([O:13][C:14]([CH3:17])([CH3:16])[CH3:15])=[O:12])([O:13][C:14]([CH3:17])([CH3:16])[CH3:15])=[O:12]. (2) Given the product [CH2:22]([C:32]1[CH:33]=[CH:34][C:35](/[CH:38]=[CH:39]/[C:40]2([C:41]#[N:42])[CH2:2][CH2:1]2)=[CH:36][CH:37]=1)[CH2:23][CH2:24][CH2:25][CH2:26][CH2:27][CH2:28][CH2:29][CH2:30][CH3:31], predict the reactants needed to synthesize it. The reactants are: [CH:1](NC(C)C)(C)[CH3:2].C([Li])CCC.CN1C(=O)N(C)CCC1.[CH2:22]([C:32]1[CH:37]=[CH:36][C:35](/[CH:38]=[CH:39]/[CH2:40][C:41]#[N:42])=[CH:34][CH:33]=1)[CH2:23][CH2:24][CH2:25][CH2:26][CH2:27][CH2:28][CH2:29][CH2:30][CH3:31].BrCCBr. (3) Given the product [CH2:16]([O:17][CH2:18][CH2:19][O:20][CH2:21][CH2:22][O:1][C:2]1[CH:9]=[CH:8][CH:7]=[CH:6][C:3]=1[C:4]#[N:5])[C:13]1[CH:14]=[CH:15][CH:10]=[CH:11][CH:12]=1, predict the reactants needed to synthesize it. The reactants are: [OH:1][C:2]1[CH:9]=[CH:8][CH:7]=[CH:6][C:3]=1[C:4]#[N:5].[CH:10]1[CH:15]=[CH:14][C:13]([CH2:16][O:17][CH2:18][CH2:19][O:20][CH2:21][CH2:22]O)=[CH:12][CH:11]=1.N(C(N(C)C)=O)=NC(N(C)C)=O.C(P(CCCC)CCCC)CCC. (4) The reactants are: N#N.Cl[C:4]1[N:5]=[C:6]2[C:12]([C:13]3[CH:18]=[CH:17][CH:16]=[CH:15][CH:14]=3)=[C:11]([C:19]3[CH:24]=[CH:23][C:22]([C:25]4([NH:29][C:30](=[O:36])[O:31][C:32]([CH3:35])([CH3:34])[CH3:33])[CH2:28][CH2:27][CH2:26]4)=[CH:21][CH:20]=3)[O:10][C:7]2=[N:8][CH:9]=1.[NH:37]1[CH:41]=[C:40](B2OC(C)(C)C(C)(C)O2)[CH:39]=[N:38]1.P([O-])([O-])([O-])=O.[K+].[K+].[K+]. Given the product [C:13]1([C:12]2[C:6]3[C:7](=[N:8][CH:9]=[C:4]([C:40]4[CH:41]=[N:37][NH:38][CH:39]=4)[N:5]=3)[O:10][C:11]=2[C:19]2[CH:24]=[CH:23][C:22]([C:25]3([NH:29][C:30](=[O:36])[O:31][C:32]([CH3:35])([CH3:34])[CH3:33])[CH2:28][CH2:27][CH2:26]3)=[CH:21][CH:20]=2)[CH:18]=[CH:17][CH:16]=[CH:15][CH:14]=1, predict the reactants needed to synthesize it.